From a dataset of Reaction yield outcomes from USPTO patents with 853,638 reactions. Predict the reaction yield, written as a fraction of the theoretical maximum amount of product (1.0 means a 100% yield; for example, 0.34 means a 34% yield). (1) The reactants are I[CH:2]([CH3:4])[CH3:3].[NH:5]1[C:9]([C:10]2[CH:11]=[C:12]([C:16]3[CH:17]=[CH:18][C:19]4[O:23][C:22]([C:24]5[CH:29]=[CH:28][C:27]([F:30])=[CH:26][CH:25]=5)=[C:21]([C:31]([NH:33][CH3:34])=[O:32])[C:20]=4[CH:35]=3)[CH:13]=[CH:14][CH:15]=2)=[N:8][N:7]=[N:6]1.C([O-])([O-])=O.[Na+].[Na+]. The catalyst is CN(C=O)C. The product is [F:30][C:27]1[CH:28]=[CH:29][C:24]([C:22]2[O:23][C:19]3[CH:18]=[CH:17][C:16]([C:12]4[CH:13]=[CH:14][CH:15]=[C:10]([C:9]5[N:8]=[N:7][N:6]([CH:2]([CH3:4])[CH3:3])[N:5]=5)[CH:11]=4)=[CH:35][C:20]=3[C:21]=2[C:31]([NH:33][CH3:34])=[O:32])=[CH:25][CH:26]=1. The yield is 0.300. (2) The yield is 0.300. The reactants are [NH2:1][C:2]([C:4]1[CH:5]=[N:6][C:7]2[C:12]([C:13]=1[NH:14][C:15]1[CH:16]=[C:17]([C:25]([O:27][CH3:28])=[O:26])[CH:18]=[C:19]([C:21]([O:23][CH3:24])=[O:22])[CH:20]=1)=[CH:11][CH:10]=[C:9](Br)[CH:8]=2)=[O:3].[CH3:30][C:31]1[C:35](B(O)O)=[C:34]([CH3:39])[NH:33][N:32]=1.C(=O)([O-])[O-].[K+].[K+]. The product is [NH2:1][C:2]([C:4]1[CH:5]=[N:6][C:7]2[C:12]([C:13]=1[NH:14][C:15]1[CH:16]=[C:17]([C:25]([O:27][CH3:28])=[O:26])[CH:18]=[C:19]([C:21]([O:23][CH3:24])=[O:22])[CH:20]=1)=[CH:11][CH:10]=[C:9]([C:35]1[C:31]([CH3:30])=[N:32][NH:33][C:34]=1[CH3:39])[CH:8]=2)=[O:3]. The catalyst is O1CCOCC1.O.C1C=CC([P]([Pd]([P](C2C=CC=CC=2)(C2C=CC=CC=2)C2C=CC=CC=2)([P](C2C=CC=CC=2)(C2C=CC=CC=2)C2C=CC=CC=2)[P](C2C=CC=CC=2)(C2C=CC=CC=2)C2C=CC=CC=2)(C2C=CC=CC=2)C2C=CC=CC=2)=CC=1. (3) The reactants are CCOC(/N=N/C(OCC)=O)=O.[Cl:13][C:14]1[C:23]2[C:18](=[CH:19][C:20]([OH:26])=[C:21]([O:24][CH3:25])[CH:22]=2)[N:17]=[N:16][CH:15]=1.[C:27]([O:31][C:32]([N:34]1[CH2:39][CH2:38][CH:37]([CH2:40]O)[CH2:36][CH2:35]1)=[O:33])([CH3:30])([CH3:29])[CH3:28].C1(P(C2C=CC=CC=2)C2C=CC=CC=2)C=CC=CC=1. The catalyst is C(Cl)Cl. The product is [C:27]([O:31][C:32]([N:34]1[CH2:39][CH2:38][CH:37]([CH2:40][O:26][C:20]2[CH:19]=[C:18]3[C:23]([C:14]([Cl:13])=[CH:15][N:16]=[N:17]3)=[CH:22][C:21]=2[O:24][CH3:25])[CH2:36][CH2:35]1)=[O:33])([CH3:30])([CH3:28])[CH3:29]. The yield is 0.580. (4) The reactants are Br[C:2]1[CH:9]=[CH:8][C:5]([CH:6]=[O:7])=[CH:4][CH:3]=1.[C:10]([O:14][CH2:15][CH3:16])(=[O:13])[CH:11]=[CH2:12].CC1C=CC=CC=1P(C1C=CC=CC=1C)C1C=CC=CC=1C.C(N(CC)CC)C.[NH4+].[Cl-]. The catalyst is CN(C=O)C.CC([O-])=O.CC([O-])=O.[Pd+2]. The product is [CH:6]([C:5]1[CH:8]=[CH:9][C:2](/[CH:12]=[CH:11]/[C:10]([O:14][CH2:15][CH3:16])=[O:13])=[CH:3][CH:4]=1)=[O:7]. The yield is 0.910. (5) The reactants are CC[N:3]([CH:7]([CH3:9])C)[CH:4](C)C.C1C=CC2N(O)N=NC=2C=1.CCN=C=NCCCN(C)C.[N:31]1[CH:36]=[CH:35][CH:34]=[C:33]([N:37]2[CH:41]=[C:40]([C:42]([NH:44][CH2:45][C:46]([OH:48])=O)=[O:43])[N:39]=[N:38]2)[CH:32]=1.NC1C=NC=CC=1.Cl.[Cl:57][C:58]1[CH:68]=[CH:67][CH:66]=[CH:65][C:59]=1[O:60]C1CNC1.Cl.FC(F)(F)C1C=C(C=CC=1)OC1CNC1. The catalyst is CN(C=O)C. The product is [Cl:57][C:58]1[CH:68]=[CH:67][CH:66]=[CH:65][C:59]=1[O:60][CH:9]1[CH2:4][N:3]([C:46](=[O:48])[CH2:45][NH:44][C:42]([C:40]2[N:39]=[N:38][N:37]([C:33]3[CH:32]=[N:31][CH:36]=[CH:35][CH:34]=3)[CH:41]=2)=[O:43])[CH2:7]1. The yield is 0.294. (6) The reactants are Cl[C:2]1[C:7]([CH2:8][C:9]([O:11][CH2:12][CH3:13])=[O:10])=[CH:6][CH:5]=[CH:4][N:3]=1.[C:14](=[S:16])=[S:15].[H-].[Na+].[CH3:19]I. The catalyst is CS(C)=O. The product is [CH2:12]([O:11][C:9]([C:8]1[C:7]2[C:2](=[N:3][CH:4]=[CH:5][CH:6]=2)[S:15][C:14]=1[S:16][CH3:19])=[O:10])[CH3:13]. The yield is 0.780. (7) The reactants are [Cl:1][C:2]1[CH:7]=[CH:6][CH:5]=[C:4]([F:8])[C:3]=1[CH2:9][N:10]([CH2:13][C:14]1[N:19]=[CH:18][C:17]([CH2:20][OH:21])=[CH:16][CH:15]=1)[CH2:11][CH3:12]. The catalyst is ClCCl.O=[Mn]=O. The product is [Cl:1][C:2]1[CH:7]=[CH:6][CH:5]=[C:4]([F:8])[C:3]=1[CH2:9][N:10]([CH2:13][C:14]1[N:19]=[CH:18][C:17]([CH:20]=[O:21])=[CH:16][CH:15]=1)[CH2:11][CH3:12]. The yield is 0.630.